The task is: Regression. Given a peptide amino acid sequence and an MHC pseudo amino acid sequence, predict their binding affinity value. This is MHC class I binding data.. This data is from Peptide-MHC class I binding affinity with 185,985 pairs from IEDB/IMGT. The peptide sequence is ARYGIFLPF. The MHC is HLA-A69:01 with pseudo-sequence HLA-A69:01. The binding affinity (normalized) is 0.0847.